This data is from Catalyst prediction with 721,799 reactions and 888 catalyst types from USPTO. The task is: Predict which catalyst facilitates the given reaction. (1) Reactant: [Cl:1][C:2]1[CH:3]=[C:4]([O:9][C:10]2[CH:15]=[CH:14][CH:13]=[CH:12][CH:11]=2)[C:5]([NH2:8])=[N:6][CH:7]=1.[C:16]([N:24]=[C:25]=[S:26])(=[O:23])[C:17]1[CH:22]=[CH:21][CH:20]=[CH:19][CH:18]=1. Product: [C:16]([NH:24][C:25]([NH:8][C:5]1[C:4]([O:9][C:10]2[CH:15]=[CH:14][CH:13]=[CH:12][CH:11]=2)=[CH:3][C:2]([Cl:1])=[CH:7][N:6]=1)=[S:26])(=[O:23])[C:17]1[CH:22]=[CH:21][CH:20]=[CH:19][CH:18]=1. The catalyst class is: 1. (2) Reactant: [C:1]([O:5][C:6]([N:8]([CH2:15][C:16](=[O:18])[CH3:17])[CH2:9][C:10](OCC)=[O:11])=[O:7])([CH3:4])([CH3:3])[CH3:2].CC(C)([O-])C.[K+:24]. Product: [C:1]([O:5][C:6]([N:8]1[CH2:15][C:16](=[O:18])[CH:17]=[C:10]([O-:11])[CH2:9]1)=[O:7])([CH3:2])([CH3:3])[CH3:4].[K+:24]. The catalyst class is: 28. (3) Reactant: [CH2:1]([N:8]1[C:16]2[C:11](=[CH:12][CH:13]=[CH:14][C:15]=2[C:17]2[CH:22]=[CH:21][C:20]([F:23])=[C:19]([Cl:24])[CH:18]=2)[C:10]([C:25](=[O:31])[C:26]([O:28]CC)=[O:27])=[CH:9]1)[C:2]1[CH:7]=[CH:6][CH:5]=[CH:4][CH:3]=1.[OH-].[K+].CCCCCC. Product: [CH2:1]([N:8]1[C:16]2[C:11](=[CH:12][CH:13]=[CH:14][C:15]=2[C:17]2[CH:22]=[CH:21][C:20]([F:23])=[C:19]([Cl:24])[CH:18]=2)[C:10]([C:25](=[O:31])[C:26]([OH:28])=[O:27])=[CH:9]1)[C:2]1[CH:7]=[CH:6][CH:5]=[CH:4][CH:3]=1. The catalyst class is: 20. (4) Reactant: Br[C:2]1[C:3]([F:22])=[C:4]2[C:8](=[C:9]([C:11]([NH2:13])=[O:12])[CH:10]=1)[NH:7][CH:6]=[C:5]2[CH:14]1[CH2:19][CH2:18][S:17](=[O:21])(=[O:20])[CH2:16][CH2:15]1.[C:23]1(B(O)O)[CH:28]=[CH:27][CH:26]=[CH:25][CH:24]=1.C([O-])([O-])=O.[K+].[K+]. Product: [O:20]=[S:17]1(=[O:21])[CH2:18][CH2:19][CH:14]([C:5]2[C:4]3[C:8](=[C:9]([C:11]([NH2:13])=[O:12])[CH:10]=[C:2]([C:23]4[CH:28]=[CH:27][CH:26]=[CH:25][CH:24]=4)[C:3]=3[F:22])[NH:7][CH:6]=2)[CH2:15][CH2:16]1. The catalyst class is: 117. (5) Reactant: C([CH:5]1[CH:9]([OH:10])[CH2:8][CH2:7][N:6]1[C:11]([OH:13])=[O:12])(C)(C)C.[H-].[Na+].[Cl:16][C:17]1[CH:24]=[CH:23][C:20]([CH2:21]Br)=[CH:19][CH:18]=1. Product: [C:20]([O:13][C:11]([N:6]1[CH2:7][CH2:8][CH:9]([O:10][CH2:21][C:20]2[CH:23]=[CH:24][C:17]([Cl:16])=[CH:18][CH:19]=2)[CH2:5]1)=[O:12])([CH3:23])([CH3:21])[CH3:19]. The catalyst class is: 1. (6) Reactant: Cl.[NH2:2][C:3]1[CH:4]=[N:5][C:6]2[C:11]([C:12]=1[OH:13])=[CH:10][CH:9]=[C:8]([Br:14])[CH:7]=2.C(N(CC)CC)C.[C:22](Cl)(=[O:26])[CH2:23][CH2:24][CH3:25]. Product: [Br:14][C:8]1[CH:7]=[C:6]2[C:11]([C:12]([OH:13])=[C:3]([NH:2][C:22](=[O:26])[CH2:23][CH2:24][CH3:25])[CH:4]=[N:5]2)=[CH:10][CH:9]=1. The catalyst class is: 4.